From a dataset of Catalyst prediction with 721,799 reactions and 888 catalyst types from USPTO. Predict which catalyst facilitates the given reaction. (1) The catalyst class is: 479. Reactant: [NH:1]([C:18]([O:20][C:21]([CH3:24])([CH3:23])[CH3:22])=[O:19])[C@H:2]([C:15]([OH:17])=[O:16])[CH2:3][CH2:4][CH2:5][CH2:6][NH:7][C:8]([O:10][C:11]([CH3:14])([CH3:13])[CH3:12])=[O:9].C(N(CC)C(C)C)(C)C.CN(C(ON1N=NC2C=CC=CC1=2)=[N+](C)C)C.F[P-](F)(F)(F)(F)F.[Cl-].[CH2:59]([NH2+:67][CH2:68][CH2:69][CH2:70][CH2:71][CH2:72][CH2:73][CH2:74][CH2:75][CH2:76][CH3:77])[CH2:60][CH2:61][CH2:62][CH2:63][CH2:64][CH2:65][CH3:66]. Product: [NH:1]([C:18]([O:20][C:21]([CH3:24])([CH3:23])[CH3:22])=[O:19])[C@H:2]([C:15]([OH:17])=[O:16])[CH2:3][CH2:4][CH2:5][CH2:6][NH:7][C:8]([O:10][C:11]([CH3:14])([CH3:13])[CH3:12])=[O:9].[CH2:59]([NH:67][CH2:68][CH2:69][CH2:70][CH2:71][CH2:72][CH2:73][CH2:74][CH2:75][CH2:76][CH3:77])[CH2:60][CH2:61][CH2:62][CH2:63][CH2:64][CH2:65][CH3:66]. (2) Reactant: CCOC(/N=N/C(OCC)=O)=O.[OH:13][C:14]1[CH:15]=[C:16]([C:24]([O:26][CH3:27])=[O:25])[CH:17]=[C:18]([CH:23]=1)[C:19]([O:21][CH3:22])=[O:20].[CH2:28](O)[CH2:29][O:30][CH2:31][CH2:32][O:33][CH2:34][CH2:35][O:36][CH2:37][CH2:38][O:39][CH2:40][CH2:41][O:42][CH2:43][CH2:44][OH:45].C1(P(C2C=CC=CC=2)C2C=CC=CC=2)C=CC=CC=1. Product: [OH:45][CH2:44][CH2:43][O:42][CH2:41][CH2:40][O:39][CH2:38][CH2:37][O:36][CH2:35][CH2:34][O:33][CH2:32][CH2:31][O:30][CH2:29][CH2:28][O:13][C:14]1[CH:23]=[C:18]([C:19]([O:21][CH3:22])=[O:20])[CH:17]=[C:16]([CH:15]=1)[C:24]([O:26][CH3:27])=[O:25]. The catalyst class is: 1. (3) Product: [C:31]([O:30][C:28](=[O:29])[CH2:27][C:18]1([C:20]([O:22][C:23]([CH3:26])([CH3:25])[CH3:24])=[O:21])[O:17][N:16]=[C:15]([C:11]2[CH:12]=[CH:13][CH:14]=[C:9]([OH:8])[CH:10]=2)[CH2:19]1)([CH3:33])([CH3:34])[CH3:32]. The catalyst class is: 43. Reactant: C([O:8][C:9]1[CH:10]=[C:11]([C:15]2[CH2:19][C:18]([CH2:27][C:28]([O:30][C:31]([CH3:34])([CH3:33])[CH3:32])=[O:29])([C:20]([O:22][C:23]([CH3:26])([CH3:25])[CH3:24])=[O:21])[O:17][N:16]=2)[CH:12]=[CH:13][CH:14]=1)C1C=CC=CC=1. (4) Reactant: C(N(CC)CC)C.[NH2:8][CH:9]([C:12]1[CH:17]=[CH:16][CH:15]=[C:14]([F:18])[CH:13]=1)[CH2:10][OH:11].[Cl:19][CH2:20][C:21](Cl)=[O:22]. Product: [Cl:19][CH2:20][C:21]([NH:8][CH:9]([C:12]1[CH:17]=[CH:16][CH:15]=[C:14]([F:18])[CH:13]=1)[CH2:10][OH:11])=[O:22]. The catalyst class is: 1. (5) Reactant: [Cl:1][C:2]1[C:10]([F:11])=[C:9]2[C:5]([C:6](SC3C(F)=C(C=CC=3)C(OCC)=O)=[CH:7][N:8]2[C:12]2[CH:13]=[N:14][N:15]([CH2:17][CH3:18])[CH:16]=2)=[CH:4][CH:3]=1.[CH2:32]1[C:37](=O)N(Cl)C(=O)[CH2:33]1. Product: [Cl:1][C:2]1[C:10]([F:11])=[C:9]2[C:5]([CH:6]=[C:7]([CH:33]3[CH2:32][CH2:37]3)[N:8]2[C:12]2[CH:13]=[N:14][N:15]([CH2:17][CH3:18])[CH:16]=2)=[CH:4][CH:3]=1. The catalyst class is: 34.